From a dataset of Catalyst prediction with 721,799 reactions and 888 catalyst types from USPTO. Predict which catalyst facilitates the given reaction. Reactant: [Br:1][C:2]1[CH:3]=[C:4]([CH:7]=[C:8]([O:12][CH3:13])[C:9]=1[O:10][CH3:11])[CH:5]=O.[C:14]1([C@H:20]([NH2:22])[CH3:21])[CH:19]=[CH:18][CH:17]=[CH:16][CH:15]=1.[BH3-]C#N.[Na+]. Product: [CH3:11][O:10][C:9]1[CH:8]=[CH:7][C:4]([C:2]2[CH:3]=[C:4]([CH:7]=[C:8]([O:12][CH3:13])[C:9]=2[O:10][CH3:11])[CH2:5][NH:22][C@@H:20]([C:14]2[CH:19]=[CH:18][CH:17]=[CH:16][CH:15]=2)[CH3:21])=[CH:3][CH:2]=1.[Br:1][C:2]1[CH:3]=[C:4]([CH:7]=[C:8]([O:12][CH3:13])[C:9]=1[O:10][CH3:11])[CH2:5][NH:22][C@@H:20]([C:14]1[CH:19]=[CH:18][CH:17]=[CH:16][CH:15]=1)[CH3:21]. The catalyst class is: 5.